Dataset: Reaction yield outcomes from USPTO patents with 853,638 reactions. Task: Predict the reaction yield, written as a fraction of the theoretical maximum amount of product (1.0 means a 100% yield; for example, 0.34 means a 34% yield). (1) The reactants are [CH3:1][O:2][C:3]1[CH:26]=[CH:25][C:6]([CH2:7][N:8]2[CH:12]=[C:11]([C:13](=[O:15])[CH3:14])[C:10]([C:16]3[CH:21]=[CH:20][CH:19]=[C:18]([N+:22]([O-:24])=[O:23])[CH:17]=3)=[N:9]2)=[CH:5][CH:4]=1.[CH3:27][N:28]([CH3:31])[CH:29]=O. The catalyst is O1CCCC1. The product is [CH3:27][N:28]([CH3:31])/[CH:29]=[CH:14]/[C:13]([C:11]1[C:10]([C:16]2[CH:21]=[CH:20][CH:19]=[C:18]([N+:22]([O-:24])=[O:23])[CH:17]=2)=[N:9][N:8]([CH2:7][C:6]2[CH:5]=[CH:4][C:3]([O:2][CH3:1])=[CH:26][CH:25]=2)[CH:12]=1)=[O:15]. The yield is 0.960. (2) The reactants are C(O)(C(F)(F)F)=O.[C:8]1([C:14]2[CH:23]=[C:22]([C:24]([NH:26][CH2:27][C@H:28]3[CH2:33][CH2:32][C@H:31]([CH2:34][NH:35]C(=O)OC(C)(C)C)[CH2:30][CH2:29]3)=[O:25])[C:21]3[C:16](=[CH:17][CH:18]=[CH:19][CH:20]=3)[N:15]=2)[CH:13]=[CH:12][CH:11]=[CH:10][CH:9]=1.C([O-])(O)=O.[Na+]. The catalyst is C(Cl)Cl. The product is [NH2:35][CH2:34][C@H:31]1[CH2:32][CH2:33][C@H:28]([CH2:27][NH:26][C:24]([C:22]2[C:21]3[C:16](=[CH:17][CH:18]=[CH:19][CH:20]=3)[N:15]=[C:14]([C:8]3[CH:9]=[CH:10][CH:11]=[CH:12][CH:13]=3)[CH:23]=2)=[O:25])[CH2:29][CH2:30]1. The yield is 0.520. (3) The reactants are ONC(=O)C1C=CC(OCC[N:13]2[C:19](=[O:20])[C:18]3[CH:21]=[CH:22][CH:23]=[N:24][C:17]=3[O:16][C:15]3[CH:25]=[CH:26][CH:27]=[CH:28][C:14]2=3)=CC=1.[OH-].[Na+].O. The catalyst is CN(C=O)C. The product is [N:24]1[C:17]2[O:16][C:15]3[CH:25]=[CH:26][CH:27]=[CH:28][C:14]=3[NH:13][C:19](=[O:20])[C:18]=2[CH:21]=[CH:22][CH:23]=1. The yield is 0.580. (4) The reactants are [CH3:1][O:2][C@@H:3]([C@@H:12]([N:17]([CH3:25])[C:18](=[O:24])[C@H:19]([CH:21]([CH3:23])[CH3:22])[NH2:20])[C@@H:13]([CH3:16])[CH2:14][CH3:15])[CH2:4][C:5]([O:7][C:8]([CH3:11])([CH3:10])[CH3:9])=[O:6].[CH:26]1[C:38]2[CH:37]([CH2:39][O:40][C:41]([N:43]([CH3:50])[C:44]([CH3:49])([C:46](O)=[O:47])[CH3:45])=[O:42])[C:36]3[C:31](=[CH:32][CH:33]=[CH:34][CH:35]=3)[C:30]=2[CH:29]=[CH:28][CH:27]=1.CN(C(ON1N=NC2C=CC=NC1=2)=[N+](C)C)C.F[P-](F)(F)(F)(F)F.CCN(C(C)C)C(C)C. The catalyst is C(OCC)(=O)C.ClCCl. The product is [CH:35]1[C:36]2[CH:37]([CH2:39][O:40][C:41]([N:43]([CH3:50])[C:44]([CH3:45])([C:46]([NH:20][C@H:19]([C:18]([N:17]([C@@H:12]([C@@H:13]([CH3:16])[CH2:14][CH3:15])[C@H:3]([O:2][CH3:1])[CH2:4][C:5]([O:7][C:8]([CH3:11])([CH3:9])[CH3:10])=[O:6])[CH3:25])=[O:24])[CH:21]([CH3:23])[CH3:22])=[O:47])[CH3:49])=[O:42])[C:38]3[C:30](=[CH:29][CH:28]=[CH:27][CH:26]=3)[C:31]=2[CH:32]=[CH:33][CH:34]=1. The yield is 0.780. (5) The reactants are [CH3:1][C:2]1[N:7]=[C:6]([CH:8]=O)[CH:5]=[N:4][CH:3]=1.[C:10](#[N:14])[CH2:11][C:12]#[N:13].[OH:15][C:16]1[CH:17]=[CH:18][CH:19]=[C:20]2[C:24]=1[NH:23][CH:22]=[CH:21]2. No catalyst specified. The product is [NH2:13][C:12]1[O:15][CH:16]2[C:24]3[C:20](=[CH:19][CH:18]=[C:17]2[CH:8]([C:6]2[CH:5]=[N:4][CH:3]=[C:2]([CH3:1])[N:7]=2)[C:11]=1[C:10]#[N:14])[CH:21]=[CH:22][N:23]=3. The yield is 0.820.